Dataset: Forward reaction prediction with 1.9M reactions from USPTO patents (1976-2016). Task: Predict the product of the given reaction. (1) Given the reactants [NH2:1][C:2]1[CH:7]=[C:6]([C:8]([CH3:11])([CH3:10])[CH3:9])[CH:5]=[CH:4][N:3]=1.[C:12]([O:16][C:17]([N:19]1[CH2:24][CH2:23][CH:22]([CH2:25][C:26](Br)=O)[CH2:21][CH2:20]1)=[O:18])([CH3:15])([CH3:14])[CH3:13], predict the reaction product. The product is: [C:12]([O:16][C:17]([N:19]1[CH2:24][CH2:23][CH:22]([C:25]2[N:3]3[CH:4]=[CH:5][C:6]([C:8]([CH3:11])([CH3:10])[CH3:9])=[CH:7][C:2]3=[N:1][CH:26]=2)[CH2:21][CH2:20]1)=[O:18])([CH3:15])([CH3:14])[CH3:13]. (2) Given the reactants [C:1]1([C:7]2[N:11]=[C:10]([N:12]3[CH2:17][CH2:16][NH:15][CH2:14][CH2:13]3)[S:9][N:8]=2)[CH:6]=[CH:5][CH:4]=[CH:3][CH:2]=1.C(N(CC)CC)C.[CH3:25][O:26][C:27]1[CH:28]=[C:29]([N:33]=[C:34]=[O:35])[CH:30]=[CH:31][CH:32]=1, predict the reaction product. The product is: [CH3:25][O:26][C:27]1[CH:28]=[C:29]([NH:33][C:34]([N:15]2[CH2:16][CH2:17][N:12]([C:10]3[S:9][N:8]=[C:7]([C:1]4[CH:2]=[CH:3][CH:4]=[CH:5][CH:6]=4)[N:11]=3)[CH2:13][CH2:14]2)=[O:35])[CH:30]=[CH:31][CH:32]=1. (3) The product is: [F:11][C:4]1[CH:3]=[C:2]([C:12]2[CH:17]=[CH:16][CH:15]=[CH:14][CH:13]=2)[CH:7]=[CH:6][C:5]=1[N+:8]([O-:10])=[O:9]. Given the reactants Cl[C:2]1[CH:7]=[CH:6][C:5]([N+:8]([O-:10])=[O:9])=[C:4]([F:11])[CH:3]=1.[C:12]1(B(O)O)[CH:17]=[CH:16][CH:15]=[CH:14][CH:13]=1.[F-].[K+], predict the reaction product. (4) Given the reactants Cl[C:2]1[C:8]2[CH:9]=[CH:10][CH:11]=[CH:12][C:7]=2[O:6][C:5]2[CH:13]=[CH:14][CH:15]=[CH:16][C:4]=2[N:3]=1, predict the reaction product. The product is: [CH2:16]([C:2]1[C:8]2[CH:9]=[CH:10][CH:11]=[CH:12][C:7]=2[O:6][C:5]2[CH:13]=[CH:14][CH:15]=[CH:16][C:4]=2[N:3]=1)[CH2:4][CH2:5][CH3:13]. (5) Given the reactants Br[C:2]1[CH:7]=[CH:6][CH:5]=[CH:4][C:3]=1Br.[CH3:9][O:10][C:11]1[CH:16]=[CH:15][C:14](B(O)O)=[CH:13][CH:12]=1.[C:20]1(P([C:20]2[CH:25]=[CH:24][CH:23]=[CH:22][CH:21]=2)[C:20]2[CH:25]=[CH:24][CH:23]=[CH:22][CH:21]=2)[CH:25]=[CH:24][CH:23]=[CH:22][CH:21]=1.[C:39](=O)([O-])[O-:40].[K+].[K+], predict the reaction product. The product is: [CH3:39][O:40][C:2]1[CH:7]=[CH:6][C:5]([C:14]2[C:13]([C:20]3[CH:25]=[CH:24][CH:23]=[CH:22][CH:21]=3)=[CH:12][C:11]([O:10][CH3:9])=[CH:16][CH:15]=2)=[CH:4][CH:3]=1.